Dataset: Forward reaction prediction with 1.9M reactions from USPTO patents (1976-2016). Task: Predict the product of the given reaction. (1) Given the reactants C1(C)C=CC(S(O)(=O)=O)=CC=1.[I:12][C:13]1[CH:14]=[N:15][N:16]([CH2:18][C:19]([CH3:23])([CH3:22])[CH2:20][OH:21])[CH:17]=1.[O:24]1[CH:29]=[CH:28][CH2:27][CH2:26][CH2:25]1, predict the reaction product. The product is: [CH3:22][C:19]([CH3:23])([CH2:20][O:21][CH:25]1[CH2:26][CH2:27][CH2:28][CH2:29][O:24]1)[CH2:18][N:16]1[CH:17]=[C:13]([I:12])[CH:14]=[N:15]1. (2) Given the reactants [OH:1][CH:2]1[C:11]2[C:6](=[CH:7][CH:8]=[C:9]([O:12][CH:13]([CH3:15])[CH3:14])[CH:10]=2)[CH2:5][N:4](C(OC(C)(C)C)=O)[CH2:3]1.[ClH:23].O1CCOCC1, predict the reaction product. The product is: [ClH:23].[CH:13]([O:12][C:9]1[CH:10]=[C:11]2[C:6](=[CH:7][CH:8]=1)[CH2:5][NH:4][CH2:3][CH:2]2[OH:1])([CH3:15])[CH3:14].